Dataset: Forward reaction prediction with 1.9M reactions from USPTO patents (1976-2016). Task: Predict the product of the given reaction. (1) Given the reactants [C:1]1([NH:7][C:8]2[N:12]=[CH:11][N:10]([C:13]3[CH:18]=[CH:17][N:16]=[C:15]([NH2:19])[CH:14]=3)[N:9]=2)[CH:6]=[CH:5][CH:4]=[CH:3][CH:2]=1.CCN(C(C)C)C(C)C.[CH:29]1([CH2:34][C:35](Cl)=[O:36])[CH2:33][CH2:32][CH2:31][CH2:30]1, predict the reaction product. The product is: [CH:29]1([CH2:34][C:35]([NH:19][C:15]2[CH:14]=[C:13]([N:10]3[CH:11]=[N:12][C:8]([NH:7][C:1]4[CH:2]=[CH:3][CH:4]=[CH:5][CH:6]=4)=[N:9]3)[CH:18]=[CH:17][N:16]=2)=[O:36])[CH2:33][CH2:32][CH2:31][CH2:30]1. (2) Given the reactants [CH3:1][C:2]1[CH:8]=[CH:7][C:6]([CH3:9])=[CH:5][C:3]=1[NH2:4].[CH3:10][CH:11]([CH3:20])[C:12](=[O:19])[CH2:13][C:14](OCC)=[O:15], predict the reaction product. The product is: [CH3:1][C:2]1[CH:8]=[CH:7][C:6]([CH3:9])=[CH:5][C:3]=1[NH:4][C:14](=[O:15])[CH2:13][C:12](=[O:19])[CH:11]([CH3:20])[CH3:10]. (3) Given the reactants Cl.C(N=C=NCCCN(C)C)C.[O:13]=[C:14]1[N:19]([C:20]2[CH:25]=[CH:24][C:23]([O:26][CH2:27][C:28]([F:31])([F:30])[F:29])=[CH:22][CH:21]=2)[C:18]([S:32][CH2:33][CH2:34][CH2:35][C:36]([OH:38])=O)=[N:17][C:16]2[CH:39]=[CH:40][NH:41][C:15]1=2.[NH:42]1[CH2:47][CH2:46][CH2:45][CH2:44][CH2:43]1.ON1C2C=CC=CC=2N=N1, predict the reaction product. The product is: [O:38]=[C:36]([N:42]1[CH2:47][CH2:46][CH2:45][CH2:44][CH2:43]1)[CH2:35][CH2:34][CH2:33][S:32][C:18]1[N:19]([C:20]2[CH:21]=[CH:22][C:23]([O:26][CH2:27][C:28]([F:31])([F:29])[F:30])=[CH:24][CH:25]=2)[C:14](=[O:13])[C:15]2[NH:41][CH:40]=[CH:39][C:16]=2[N:17]=1. (4) Given the reactants [CH2:1]([NH2:8])[C:2]1[CH:7]=[CH:6][CH:5]=[CH:4][CH:3]=1.[CH3:9][CH2:10][O:11][C:12]([CH:14](Br)[CH2:15][CH2:16][CH:17](Br)[C:18]([O:20][CH2:21][CH3:22])=[O:19])=[O:13], predict the reaction product. The product is: [CH2:1]([N:8]1[C@H:14]([C:12]([O:11][CH2:10][CH3:9])=[O:13])[CH2:15][CH2:16][C@@H:17]1[C:18]([O:20][CH2:21][CH3:22])=[O:19])[C:2]1[CH:7]=[CH:6][CH:5]=[CH:4][CH:3]=1. (5) Given the reactants [F:1][CH:2]([F:5])[CH2:3][NH2:4].Br[CH2:7][C:8]([O:10][CH2:11][CH3:12])=[O:9].[I-].[K+].C(N(C(C)C)CC)(C)C, predict the reaction product. The product is: [F:1][CH:2]([F:5])[CH2:3][NH:4][CH2:7][C:8]([O:10][CH2:11][CH3:12])=[O:9]. (6) Given the reactants [CH2:1]([NH:3][C:4]1[CH:13]=[C:12]2[C:7]([C:8]([N:14]3[CH2:19][CH2:18][NH:17][CH2:16][CH2:15]3)=[N:9][CH:10]=[N:11]2)=[CH:6][C:5]=1[N+:20]([O-:22])=[O:21])[CH3:2].[N-:23]=[C:24]=[S:25], predict the reaction product. The product is: [CH2:8]([NH:23][C:24]([N:17]1[CH2:18][CH2:19][N:14]([C:8]2[C:7]3[C:12](=[CH:13][C:4]([NH:3][CH2:1][CH3:2])=[C:5]([N+:20]([O-:22])=[O:21])[CH:6]=3)[N:11]=[CH:10][N:9]=2)[CH2:15][CH2:16]1)=[S:25])[C:7]1[CH:12]=[CH:13][CH:4]=[CH:5][CH:6]=1. (7) Given the reactants [H-].[Na+].[Br:3][C:4]1[CH:9]=[CH:8][C:7]([CH2:10][CH2:11][CH2:12][OH:13])=[CH:6][CH:5]=1.[CH2:14](Br)[C:15]1[CH:20]=[CH:19][CH:18]=[CH:17][CH:16]=1.[Cl-].[NH4+], predict the reaction product. The product is: [CH2:14]([O:13][CH2:12][CH2:11][CH2:10][C:7]1[CH:6]=[CH:5][C:4]([Br:3])=[CH:9][CH:8]=1)[C:15]1[CH:20]=[CH:19][CH:18]=[CH:17][CH:16]=1.